Dataset: Catalyst prediction with 721,799 reactions and 888 catalyst types from USPTO. Task: Predict which catalyst facilitates the given reaction. (1) Reactant: [CH3:1][CH:2]([O:4][C:5]1[CH:12]=[CH:11][C:10](B2OC(C)(C)C(C)(C)O2)=[CH:9][C:6]=1[C:7]#[N:8])[CH3:3].Cl[C:23]1[N:28]=[CH:27][C:26]([C:29]2[C:30]([O:43][CH3:44])=[C:31]([CH2:35][CH2:36][CH2:37][C:38]([O:40][CH2:41][CH3:42])=[O:39])[CH:32]=[CH:33][CH:34]=2)=[CH:25][N:24]=1.P([O-])([O-])([O-])=O.[K+].[K+].[K+]. Product: [C:7]([C:6]1[CH:9]=[C:10]([C:23]2[N:24]=[CH:25][C:26]([C:29]3[C:30]([O:43][CH3:44])=[C:31]([CH2:35][CH2:36][CH2:37][C:38]([O:40][CH2:41][CH3:42])=[O:39])[CH:32]=[CH:33][CH:34]=3)=[CH:27][N:28]=2)[CH:11]=[CH:12][C:5]=1[O:4][CH:2]([CH3:1])[CH3:3])#[N:8]. The catalyst class is: 108. (2) Reactant: [NH2:1][C:2]1[CH:7]=[C:6]([F:8])[C:5]([CH3:9])=[CH:4][C:3]=1[NH:10][CH:11]1[CH2:16][CH2:15][N:14]([C@H:17]2[CH2:22][CH2:21][C@@H:20]([O:23][CH3:24])[CH2:19][CH2:18]2)[CH2:13][CH2:12]1.C(N(C(C)C)CC)(C)C.[Cl:34][C:35](Cl)([O:37]C(=O)OC(Cl)(Cl)Cl)Cl.C([O-])(O)=O.[Na+]. Product: [ClH:34].[F:8][C:6]1[C:5]([CH3:9])=[CH:4][C:3]2[N:10]([CH:11]3[CH2:12][CH2:13][N:14]([C@H:17]4[CH2:22][CH2:21][C@@H:20]([O:23][CH3:24])[CH2:19][CH2:18]4)[CH2:15][CH2:16]3)[C:35](=[O:37])[NH:1][C:2]=2[CH:7]=1. The catalyst class is: 46. (3) Reactant: [CH3:1][O:2][CH:3]([O:22][CH3:23])[CH2:4][CH2:5][C:6]([CH:8]1[CH2:11][N:10]([C:12]([O:14][CH2:15][C:16]2[CH:21]=[CH:20][CH:19]=[CH:18][CH:17]=2)=[O:13])[CH2:9]1)=O.C([O:28][C:29](=[O:32])[NH:30][NH2:31])CCC.O.[C:34]1([CH3:44])[CH:39]=CC(S(O)(=O)=O)=C[CH:35]=1. Product: [C:34]([O:32][C:29]([NH:30]/[N:31]=[C:6](/[CH:8]1[CH2:11][N:10]([C:12]([O:14][CH2:15][C:16]2[CH:21]=[CH:20][CH:19]=[CH:18][CH:17]=2)=[O:13])[CH2:9]1)\[CH2:5][CH2:4][CH:3]([O:22][CH3:23])[O:2][CH3:1])=[O:28])([CH3:44])([CH3:39])[CH3:35]. The catalyst class is: 2. (4) Reactant: C(=O)([O-])[O-].[Cs+].[Cs+].[OH:7][C:8]1[CH:15]=[C:14]([O:16][CH2:17][C:18]2[C:19]([CH3:30])=[C:20]([C:24]3[CH:29]=[CH:28][CH:27]=[CH:26][CH:25]=3)[CH:21]=[CH:22][CH:23]=2)[CH:13]=[C:12]([O:31][CH3:32])[C:9]=1[CH:10]=[O:11].Br[CH2:34][C:35]1[CH:36]=[C:37]([CH:40]=[CH:41][CH:42]=1)[C:38]#[N:39]. Product: [CH:10]([C:9]1[C:12]([O:31][CH3:32])=[CH:13][C:14]([O:16][CH2:17][C:18]2[C:19]([CH3:30])=[C:20]([C:24]3[CH:25]=[CH:26][CH:27]=[CH:28][CH:29]=3)[CH:21]=[CH:22][CH:23]=2)=[CH:15][C:8]=1[O:7][CH2:34][C:35]1[CH:36]=[C:37]([CH:40]=[CH:41][CH:42]=1)[C:38]#[N:39])=[O:11]. The catalyst class is: 9. (5) Reactant: C([O:5]C(NC(CC1C=CC=CC=1)C=CC(O)=O)=O)(C)(C)C.ON1C(=O)CCC1=O.[CH:30]1([N:36]=[C:37]=[N:38][CH:39]2[CH2:44][CH2:43][CH2:42][CH2:41][CH2:40]2)[CH2:35][CH2:34][CH2:33][CH2:32][CH2:31]1. Product: [C:37]([NH:36][CH:30]1[CH2:31][CH2:32][CH2:33][CH2:34][CH2:35]1)([NH:38][CH:39]1[CH2:44][CH2:43][CH2:42][CH2:41][CH2:40]1)=[O:5]. The catalyst class is: 1. (6) The catalyst class is: 26. Reactant: [Br:1][C:2]1[CH:7]=[CH:6][CH:5]=[CH:4][C:3]=1[CH:8](O)[C:9]#[C:10][C:11]1[CH:16]=[CH:15][CH:14]=[CH:13][CH:12]=1. Product: [Br:1][C:2]1[CH:7]=[CH:6][CH:5]=[CH:4][C:3]=1[CH2:8][C:9]#[C:10][C:11]1[CH:12]=[CH:13][CH:14]=[CH:15][CH:16]=1.